From a dataset of Peptide-MHC class II binding affinity with 134,281 pairs from IEDB. Regression. Given a peptide amino acid sequence and an MHC pseudo amino acid sequence, predict their binding affinity value. This is MHC class II binding data. (1) The peptide sequence is MTEQQWNFAGIEAAA. The MHC is HLA-DPA10201-DPB10501 with pseudo-sequence HLA-DPA10201-DPB10501. The binding affinity (normalized) is 0. (2) The peptide sequence is KALWIIFSQNMNIKL. The MHC is DRB1_0101 with pseudo-sequence DRB1_0101. The binding affinity (normalized) is 0.379.